This data is from Drug-target binding data from BindingDB using Ki measurements. The task is: Regression. Given a target protein amino acid sequence and a drug SMILES string, predict the binding affinity score between them. We predict pKi (pKi = -log10(Ki in M); higher means stronger inhibition). Dataset: bindingdb_ki. (1) The small molecule is CC[C@H](C)[C@H](NC(=O)[C@H](CCCNC(=N)N)NC(=O)[C@H](CCCNC(=N)N)NC(=O)[C@H](CC(C)C)NC(=O)[C@H](Cc1ccccc1)NC(=O)CNC(=O)CNC(=O)[C@@H](N)Cc1ccc(O)cc1)C(=O)N[C@@H](CCCNC(=N)N)C(=O)N1CCC[C@H]1C(=O)N[C@@H](CCCCN)C(=O)N[C@@H](CC(C)C)C(=O)N[C@@H](CCCCN)C(=O)O. The target protein sequence is MDSPIQIFRGEPGPTCAPSACLPPNSSAWFPGWAEPDSNGSAGSEDAQLEPAHISPAIPVIITAVYSVVFVVGLVGNSLVMFVIIRYTKMKTATNIYIFNLALADALVTTTMPFQSTVALMNSWPFGDVLCKIVISIDYYNMFTSIFTLTMMSVDRYIAVCHPVKALDFRTPLKAKIINICIWLLSSSVGISAIVLGGTKVREDVDVIECSLQFPDDDYSWWDLFMKICVFIFAFVIPVLIIIVCYTLMILRLKSVRLLSGSREKDRNLRRITRLVLVVVAVFVVCWTPIHIFILVEALGSTSHSTAALSSYYFCIALGYTNSSLNPILYAFLDENFKRCFRDFCFPLKMRMERQSTSRVRNTVQDPAYLRDIDGMNKPV. The pKi is 6.7. (2) The compound is CCCCC[C@H](O)/C=C/[C@H]1C(=O)C[C@H](O)[C@@H]1C/C=C\CCCC(=O)O. The target protein (Q9EPT5) has sequence MGLLPKPGARQGSGTSSVPARRCSRSVFNNIKVFVLCHGLLQLCQLLYSAYFKSSLTTIEKRFGLSSSSSGLISSLNEISNAILIIFVSYFGSRVNRPRMIGIGGLLLAAGAFVLTLPHFLSEPYQYASTTAGNSSHFQTDLCQKHLPGLLPSKCHSTVPDTQKETSSMWSLMVVAQLLAGVGTVPIQPFGISYVDDFAEPTNSPLYISILFAIAVFGPAFGYLLGSVMLRIFVDYGRVDTATVNLSPGDPRWIGAWWLGLLISSGFLIVTSLPFFFFPRAMSRGAERSVIAEETMKMEEDKSRGSLMDFIKRFPRIFLRLLMNPLFMLVVLSQCTFSSVIAGLSTFLNKFLEKQYDASAAYANLLIGAVNLPAAALGMLFGGILMKRFVFPLQTIPRVAATIMTISIILCAPLFFMGCSTPAVAEVYPPSTPSSIHPQPPACRRDCLCPDSVFHPVCGDNGVEYLSPCHAGCSSLNVSSAASKQPIYLNCSCVTGGSAS.... The pKi is 7.0. (3) The drug is Cc1nc2sccn2c(=O)c1CCN1CCC(=C(c2ccc(F)cc2)c2ccc(F)cc2)CC1. The target protein (P50407) has sequence MMGVNSSGRPDLYGHLHSILLPGRGLPDWSPDGGADPGVSTWTPRLLSGVPEVAASPSPSWDGTWDNVSGCGEQINYGRAEKVVIGSILTLITLLTIAGNCLVVISVCFVKKLRQPSNYLIVSLALADLSVAVAVIPFVSVTDLIGGKWIFGHFFCNVFIAMDVMCCTASIMTLCVISIDRYLGITRPLTYPVRQNGKCMPKMILSVWLLSASITLPPLFGWAQNVNDDKVCLISQDFGYTIYSTAVAFYIPMSVMLFMYYRIYKAARKSAAKHKFPGFPRVQPESIISLNGMVKLQKEVEECANLSRLLKHERKNISIFKREQKAATTLGIIVGAFTVCWLPFFLLSTARPFICGTACSCIPLWVERTCLWLGYANSLINPFIYAFFNRDLRTTYRSLLQCQYRNINRKLSAAGMHEALKLAERPERPECVLQNSDYCRKKGHDS. The pKi is 6.7. (4) The small molecule is COC(=O)c1c(C)oc(-c2ccc(Cl)cc2)c1CC(=O)c1ccc(Cl)cc1. The target protein sequence is MFSAGHKIKGTVVLMPKNELEVNPDGSAVDNLNAFLGRSVSLQLISATKADAHGKGKVGKDTFLEGINTSLPTLGAGESAFNIHFEWDGSMGIPGAFYIKNYMQVEFFLKSLTLEAISNQGTIRFVCNSWVYNTKLYKSVRIFFANHTYVPSETPAPLVEYREEELKSLRGNGTGERKEYDRIYDYDVYNDLGNPDKSEKLARPVLGGSSTFPYPRRGRTGRGPTVTDPNTEKQGEVFYVPRDENLGHLKSKDALEIGTKSLSQIVQPAFESAFDLKSTPIEFHSFQDVHDLYEGGIKLPRDVISTIIPLPVIKELYRTDGQHILKFPQPHVVQVSQSAWMTDEEFAREMIAGVNPCVIRGLEEFPPKSNLDPAIYGDQSSKITADSLDLDGYTMDEALGSRRLFMLDYHDIFMPYVRQINQLNSAKTYATRTILFLREDGTLKPVAIELSLPHSAGDLSAAVSQVVLPAKEGVESTIWLLAKAYVIVNDSCYHQLMSHW.... The pKi is 6.5. (5) The drug is CCOC(=O)c1ncn2c1CN(C)C(=O)c1cc(F)ccc1-2. The target protein (P28471) has sequence MVSVQKVPAIVLCSGVSLALLHVLCLATCLNESPGQNSKDEKLCPENFTRILDSLLDGYDNRLRPGFGGPVTEVKTDIYVTSFGPVSDVEMEYTMDVFFRQTWIDKRLKYDGPIEILRLNNMMVTKVWTPDTFFRNGKKSVSHNMTAPNKLFRIMRNGTILYTMRLTISAECPMRLVDFPMDGHACPLKFGSYAYPKSEMIYTWTKGPEKSVEVPKESSSLVQYDLIGQTVSSETIKSITGEYIVMTVYFHLRRKMGYFMIQTYIPCIMTVILSQVSFWINKESVPARTVFGITTVLTMTTLSISARHSLPKVSYATAMDWFIAVCFAFVFSALIEFAAVNYFTNIQMQKAKKKISKPPPEVPAAPVLKEKHTETSLQNTHANLNMRKRTNALVHSESDVNSRTEVGNHSSKTTAAQESSETTPKAHLASSPNPFSRANAAETISAAARGLSSAASPSPHGTLQPAPLRSASARPAFGARLGRIKTTVNTTGVPGNVSAT.... The pKi is 6.9. (6) The pKi is 6.0. The target protein (O02824) has sequence MVFLSGNASDSSNCTHPPAPVNISKAILLGVILGGLILFGVLGNILVILSVACHRHLHSVTHYYIVNLAVADLLLTSTVLPFSAIFEILGYWAFGRVFCNIWAAVDVLCCTASIISLCVISIDRYIGVSYPLRYPTIVTQRRGLRALLCVWAFSLVISVGPLFGWRQPAPDDETICQINEEPGYVLFSALGSFYVPLTIILAMYCRVYVVAKRESRGLKSGLKTDKSDSEQVTLRIHRKNAPAGGSGVASAKNKTHFSVRLLKFSREKKAAKTLGIVVGCFVLCWLPFFLVMPIGSFFPDFKPPETVFKIVFWLGYLNSCINPIIYPCSSQEFKKAFQNVLKIQCLRRKQSSKHALGYTLHAPSQALEGQHKDMVRIPVGSGETFYKISKTDGVCEWKFFSSMPRGSARITVPKDQSACTTARVRSKSFLQVCCCVGPSTPNPGENHQVPTIKIHTISLSENGEEV. The small molecule is CN1CCc2cccc(Cl)c2CC1. (7) The drug is Cc1ccc2oc(=O)n(CCCCn3cc(CCCCC[C@@H]4SCC5NC(=O)NC54)nn3)c2c1. The target protein sequence is MSKYSQDVLQLLYKNKPNYISGQSIAESLNISRTAVKKVIDQLKLEGCKIDSVNHKGHLLQQLPDIWYQGIIDQYTKSSALFDFSEVYDSIDSTQLAAKKSLVGNQSSFFILSDEQTKGRGRFNRHWSSSKGQGLWMSVVLRPNVAFSMISKFNLFIALGIRDAIQHFSQDEVKVKWPNDIYIDNGKVCGFLTEMVANNDGIEAIICGIGINLTQQLENFDESIRHRATSIQLHDKNKLDRYQFLERLLQEIEKRYNQFLTLPFSEIREEYIAASNIWNRTLLFTENDKQFKGQAIDLDYDGYLIVRDEAGESHRLISADIDF. The pKi is 7.0. (8) The drug is Cc1c(O)cccc1C(=O)N[C@@H](CSc1ccccc1)[C@H](O)CN1C[C@H]2CCCC[C@H]2C[C@H]1C(=O)NC(C)(C)C. The target protein sequence is PQITLWQRPLVTIKIGGQLKEALLDTGADDTVLEEISLPGRWKPKMIGGIGGFIKVRQYDQILIEICGHKAIGTVLVGPTPVNIIGRNLLTQIGCTLNF. The pKi is 9.0.